Dataset: Catalyst prediction with 721,799 reactions and 888 catalyst types from USPTO. Task: Predict which catalyst facilitates the given reaction. (1) The catalyst class is: 22. Product: [CH2:1]([N:8]1[C:9]2=[N:24][C:23]3[C:22]([C:27]([NH2:28])=[C:10]2[CH2:11][CH2:12]1)=[CH:21][C:20]([Br:19])=[CH:26][CH:25]=3)[C:2]1[CH:7]=[CH:6][CH:5]=[CH:4][CH:3]=1. Reactant: [CH2:1]([N:8]1[CH2:12][CH2:11][CH2:10][C:9]1=O)[C:2]1[CH:7]=[CH:6][CH:5]=[CH:4][CH:3]=1.P(Cl)(Cl)(Cl)=O.[Br:19][C:20]1[CH:26]=[CH:25][C:23]([NH2:24])=[C:22]([C:27]#[N:28])[CH:21]=1.[OH-].[Na+]. (2) Reactant: [NH2:1][C:2]1[N:7]=[CH:6][C:5]([C:8]2[N:17]=[C:16]([NH:18][CH2:19][C:20]([C:28]3[CH:33]=[CH:32][CH:31]=[CH:30][CH:29]=3)([C:22]3[CH:27]=[CH:26][CH:25]=[CH:24][CH:23]=3)[OH:21])[C:15]3[C:10](=[CH:11][CH:12]=[CH:13][CH:14]=3)[N:9]=2)=[CH:4][N:3]=1.Cl[CH2:35][CH:36]=O. Product: [N:1]1[CH:35]=[CH:36][N:3]2[CH:4]=[C:5]([C:8]3[N:17]=[C:16]([NH:18][CH2:19][C:20]([C:22]4[CH:23]=[CH:24][CH:25]=[CH:26][CH:27]=4)([C:28]4[CH:33]=[CH:32][CH:31]=[CH:30][CH:29]=4)[OH:21])[C:15]4[C:10](=[CH:11][CH:12]=[CH:13][CH:14]=4)[N:9]=3)[CH:6]=[N:7][C:2]=12. The catalyst class is: 8.